Task: Predict which catalyst facilitates the given reaction.. Dataset: Catalyst prediction with 721,799 reactions and 888 catalyst types from USPTO Product: [O:24]([CH2:31][CH2:32][NH:33][C:9](=[O:11])[CH2:8][C:4]1[CH:5]=[CH:6][CH:7]=[C:2]([OH:1])[CH:3]=1)[C:25]1[CH:30]=[CH:29][CH:28]=[CH:27][CH:26]=1. Reactant: [OH:1][C:2]1[CH:3]=[C:4]([CH2:8][C:9]([O-:11])=O)[CH:5]=[CH:6][CH:7]=1.CCN=C=NCCCN(C)C.Cl.[O:24]([CH2:31][CH2:32][NH2:33])[C:25]1[CH:30]=[CH:29][CH:28]=[CH:27][CH:26]=1.O. The catalyst class is: 4.